This data is from Retrosynthesis with 50K atom-mapped reactions and 10 reaction types from USPTO. The task is: Predict the reactants needed to synthesize the given product. (1) Given the product OCCCN(CCOc1ccc(C#Cc2ccc(-c3ccc(Cl)cc3)cn2)cc1)CC1(O)CC1, predict the reactants needed to synthesize it. The reactants are: OC1(CNCCOc2ccc(C#Cc3ccc(-c4ccc(Cl)cc4)cn3)cc2)CC1.OCCCBr. (2) The reactants are: CCOC(=O)C1CN(Cc2ccccc2)CC1O.N. Given the product NC(=O)C1CN(Cc2ccccc2)CC1O, predict the reactants needed to synthesize it.